This data is from Full USPTO retrosynthesis dataset with 1.9M reactions from patents (1976-2016). The task is: Predict the reactants needed to synthesize the given product. (1) Given the product [CH:1]1([C:9]2[CH:14]=[C:13]([CH2:15][OH:16])[CH:12]=[CH:11][C:10]=2[C:17]2[CH:22]=[C:21]([O:23][CH3:24])[CH:20]=[CH:19][C:18]=2[F:25])[CH2:2][CH2:3][CH2:4][CH2:5][CH2:6][CH2:7][CH2:8]1, predict the reactants needed to synthesize it. The reactants are: [C:1]1([C:9]2[CH:14]=[C:13]([CH2:15][OH:16])[CH:12]=[CH:11][C:10]=2[C:17]2[CH:22]=[C:21]([O:23][CH3:24])[CH:20]=[CH:19][C:18]=2[F:25])[CH2:8][CH2:7][CH2:6][CH2:5][CH2:4][CH2:3][CH:2]=1. (2) Given the product [N:13]1([C:2]2[CH:11]=[C:10]3[C:5]([CH2:6][CH2:7][CH2:8][C:9]3=[O:12])=[CH:4][CH:3]=2)[CH2:17][CH2:16][CH2:15][CH2:14]1, predict the reactants needed to synthesize it. The reactants are: Br[C:2]1[CH:11]=[C:10]2[C:5]([CH2:6][CH2:7][CH2:8][C:9]2=[O:12])=[CH:4][CH:3]=1.[NH:13]1[CH2:17][CH2:16][CH2:15][CH2:14]1.C(P(C(C)(C)C)C1C=CC=CC=1C1C=CC=CC=1)(C)(C)C.CC(C)([O-])C.[Na+]. (3) Given the product [Cl:17][C:2]1[S:3][C:4]2[CH:10]=[CH:9][C:8]([F:11])=[C:7]([F:12])[C:5]=2[N:6]=1, predict the reactants needed to synthesize it. The reactants are: N[C:2]1[S:3][C:4]2[CH:10]=[CH:9][C:8]([F:11])=[C:7]([F:12])[C:5]=2[N:6]=1.N([O-])=O.[Na+].[ClH:17]. (4) Given the product [CH2:16]([O:23][C:24]([N:26]1[CH2:31][CH2:30][CH2:29][CH:28]([C:32](=[O:33])[NH:15][C:11]2[CH:10]=[C:9]([C:4]3[CH:5]=[CH:6][CH:7]=[CH:8][C:3]=3[O:2][CH3:1])[N:14]=[CH:13][N:12]=2)[CH2:27]1)=[O:25])[C:17]1[CH:22]=[CH:21][CH:20]=[CH:19][CH:18]=1, predict the reactants needed to synthesize it. The reactants are: [CH3:1][O:2][C:3]1[CH:8]=[CH:7][CH:6]=[CH:5][C:4]=1[C:9]1[N:14]=[CH:13][N:12]=[C:11]([NH2:15])[CH:10]=1.[CH2:16]([O:23][C:24]([N:26]1[CH2:31][CH2:30][CH2:29][CH:28]([C:32](Cl)=[O:33])[CH2:27]1)=[O:25])[C:17]1[CH:22]=[CH:21][CH:20]=[CH:19][CH:18]=1.C(OCC)(=O)C.